From a dataset of Forward reaction prediction with 1.9M reactions from USPTO patents (1976-2016). Predict the product of the given reaction. (1) The product is: [Cl:28][C:23]1[CH:22]=[C:21]([NH:20][C:12]2[C:11]3[C:10]4[CH2:9][CH2:8][N:7]([C:5](=[O:6])/[CH:4]=[CH:3]/[CH2:2][N:30]([CH3:31])[CH3:29])[CH2:19][C:18]=4[S:17][C:16]=3[N:15]=[CH:14][N:13]=2)[CH:26]=[CH:25][C:24]=1[F:27]. Given the reactants Br[CH2:2][CH:3]=[CH:4][C:5]([N:7]1[CH2:19][C:18]2[S:17][C:16]3[N:15]=[CH:14][N:13]=[C:12]([NH:20][C:21]4[CH:26]=[CH:25][C:24]([F:27])=[C:23]([Cl:28])[CH:22]=4)[C:11]=3[C:10]=2[CH2:9][CH2:8]1)=[O:6].[CH3:29][NH:30][CH3:31].CO.ClCCl, predict the reaction product. (2) Given the reactants Br[C:2]1[C:7]([CH3:8])=[CH:6][C:5]([Br:9])=[CH:4][N:3]=1.[CH3:10][N:11]([CH3:17])[C@@H:12]1[CH2:16][CH2:15][NH:14][CH2:13]1.O.C1(C)C=CC(S(O)(=O)=O)=CC=1, predict the reaction product. The product is: [Br:9][C:5]1[CH:6]=[C:7]([CH3:8])[C:2]([N:14]2[CH2:15][CH2:16][C@@H:12]([N:11]([CH3:17])[CH3:10])[CH2:13]2)=[N:3][CH:4]=1. (3) Given the reactants [CH2:1]([CH:3]([C:6]1[C:7]2[N:8]([C:13]([C:17]3[S:21][C:20](Br)=[N:19][C:18]=3[CH3:23])=[C:14]([CH3:16])[N:15]=2)[N:9]=[C:10]([CH3:12])[CH:11]=1)[CH2:4][CH3:5])[CH3:2].[N:24]1[CH:29]=[CH:28][CH:27]=[C:26](B(O)O)[CH:25]=1.C([O-])([O-])=O.[Na+].[Na+].COCCOC, predict the reaction product. The product is: [CH2:1]([CH:3]([C:6]1[C:7]2[N:8]([C:13]([C:17]3[S:21][C:20]([C:26]4[CH:25]=[N:24][CH:29]=[CH:28][CH:27]=4)=[N:19][C:18]=3[CH3:23])=[C:14]([CH3:16])[N:15]=2)[N:9]=[C:10]([CH3:12])[CH:11]=1)[CH2:4][CH3:5])[CH3:2]. (4) Given the reactants Br[C:2]1[CH:11]=[C:10]2[C:5]([CH:6]=[CH:7][C:8]([C:12]([O:14]C)=[O:13])=[N:9]2)=[CH:4][CH:3]=1.C([O-])([O-])=O.[Cs+].[Cs+].[NH:22]1[CH2:26][CH2:25][CH2:24][CH2:23]1.Cl, predict the reaction product. The product is: [N:22]1([C:2]2[CH:11]=[C:10]3[C:5]([CH:6]=[CH:7][C:8]([C:12]([OH:14])=[O:13])=[N:9]3)=[CH:4][CH:3]=2)[CH2:26][CH2:25][CH2:24][CH2:23]1. (5) Given the reactants [C:1]([C:4]1[CH:5]=[C:6]([S:10]([N:13]2[C:17]([C:18]3[C:19]([F:24])=[N:20][CH:21]=[CH:22][CH:23]=3)=[CH:16][C:15]([CH2:25][N:26](C)[C:27](=O)OC(C)(C)C)=[CH:14]2)(=[O:12])=[O:11])[CH:7]=[CH:8][CH:9]=1)(=[O:3])[CH3:2].C(OCC)(=O)C.[ClH:41], predict the reaction product. The product is: [ClH:41].[F:24][C:19]1[C:18]([C:17]2[N:13]([S:10]([C:6]3[CH:5]=[C:4]([C:1](=[O:3])[CH3:2])[CH:9]=[CH:8][CH:7]=3)(=[O:12])=[O:11])[CH:14]=[C:15]([CH2:25][NH:26][CH3:27])[CH:16]=2)=[CH:23][CH:22]=[CH:21][N:20]=1. (6) Given the reactants Br[C:2]1[N:3]=[CH:4][N:5]([C:7]2[N:12]=[C:11]([CH3:13])[CH:10]=[C:9]([C:14]3[CH:19]=[CH:18][C:17]([C:20]([F:23])([F:22])[F:21])=[CH:16][CH:15]=3)[N:8]=2)[CH:6]=1.CC1(C)C(C)(C)OB([C:32]2[CH:33]=[N:34][CH:35]=[CH:36][CH:37]=2)O1, predict the reaction product. The product is: [CH3:13][C:11]1[CH:10]=[C:9]([C:14]2[CH:19]=[CH:18][C:17]([C:20]([F:23])([F:22])[F:21])=[CH:16][CH:15]=2)[N:8]=[C:7]([N:5]2[CH:6]=[C:2]([C:32]3[CH:33]=[N:34][CH:35]=[CH:36][CH:37]=3)[N:3]=[CH:4]2)[N:12]=1. (7) Given the reactants [Cl:1][C:2]1[CH:7]=[C:6]([Cl:8])[CH:5]=[CH:4][C:3]=1[C:9]1[C:17]2[C:13](=[C:14]([CH2:19][CH:20]3O[CH:23]=[N:22][CH:21]3S(C3C=CC(C)=CC=3)(=O)=O)[N:15]([CH3:18])[N:16]=2)[CH:12]=[CH:11][CH:10]=1.[NH3:35], predict the reaction product. The product is: [Cl:1][C:2]1[CH:7]=[C:6]([Cl:8])[CH:5]=[CH:4][C:3]=1[C:9]1[C:17]2[C:13](=[C:14]([CH2:19][C:20]3[NH:35][CH:23]=[N:22][CH:21]=3)[N:15]([CH3:18])[N:16]=2)[CH:12]=[CH:11][CH:10]=1. (8) Given the reactants [CH3:1][CH:2]1[NH:6][C:5](=[O:7])[CH2:4][CH2:3]1.Br[C:9]1[N:14]=[CH:13][C:12]([C:15]([N:17]2[CH2:22][CH2:21][N:20]([C:23]3[C:28]([CH:29]4[CH2:31][CH2:30]4)=[CH:27][C:26]([CH:32]4[CH2:34][CH2:33]4)=[CH:25][N:24]=3)[CH2:19][CH2:18]2)=[O:16])=[CH:11][CH:10]=1, predict the reaction product. The product is: [CH:29]1([C:28]2[C:23]([N:20]3[CH2:19][CH2:18][N:17]([C:15]([C:12]4[CH:11]=[CH:10][C:9]([N:6]5[CH:2]([CH3:1])[CH2:3][CH2:4][C:5]5=[O:7])=[N:14][CH:13]=4)=[O:16])[CH2:22][CH2:21]3)=[N:24][CH:25]=[C:26]([CH:32]3[CH2:34][CH2:33]3)[CH:27]=2)[CH2:30][CH2:31]1.